Predict the product of the given reaction. From a dataset of Forward reaction prediction with 1.9M reactions from USPTO patents (1976-2016). Given the reactants Br[C:2]1[N:6]2[C:7]3[C:12]([N:13]=[C:14]([CH3:15])[C:5]2=[C:4]([CH3:17])[N:3]=1)=[CH:11][CH:10]=[C:9]([F:16])[CH:8]=3.[Cl:18][C:19]1[CH:24]=[CH:23][C:22]([Cl:25])=[CH:21][C:20]=1B(O)O.C([O-])([O-])=O.[K+].[K+], predict the reaction product. The product is: [Cl:18][C:19]1[CH:24]=[CH:23][C:22]([Cl:25])=[CH:21][C:20]=1[C:2]1[N:6]2[C:7]3[C:12]([N:13]=[C:14]([CH3:15])[C:5]2=[C:4]([CH3:17])[N:3]=1)=[CH:11][CH:10]=[C:9]([F:16])[CH:8]=3.